From a dataset of Reaction yield outcomes from USPTO patents with 853,638 reactions. Predict the reaction yield, written as a fraction of the theoretical maximum amount of product (1.0 means a 100% yield; for example, 0.34 means a 34% yield). (1) The reactants are BrC1C=CC([C:8]2[CH:23]=[C:11]3[N:12]=[C:13]([Cl:22])[CH:14]=[C:15]([N:16]4[CH2:21][CH2:20][O:19][CH2:18][CH2:17]4)[N:10]3[N:9]=2)=CC=1.[CH3:24][C:25](C)([O-])[CH3:26].[Na+].C(P([C:39]([CH3:42])([CH3:41])C)C(C)(C)C)(C)(C)C.[NH2:43][N:44]1[CH2:49][CH2:48][O:47][CH2:46][CH2:45]1. The catalyst is C1(C)C=CC=CC=1.[Pd].[Pd].C(=CC(C=CC1C=CC=CC=1)=O)C1C=CC=CC=1.C(=CC(C=CC1C=CC=CC=1)=O)C1C=CC=CC=1.C(=CC(C=CC1C=CC=CC=1)=O)C1C=CC=CC=1.O. The product is [Cl:22][C:13]1[CH:14]=[C:15]([N:16]2[CH2:17][CH2:18][O:19][CH2:20][CH2:21]2)[N:10]2[N:9]=[C:8]([N:43]([N:44]3[CH2:49][CH2:48][O:47][CH2:46][CH2:45]3)[C:41]3[CH:39]=[CH:42][CH:26]=[CH:25][CH:24]=3)[CH:23]=[C:11]2[N:12]=1. The yield is 0.600. (2) The reactants are [CH3:1][C:2]1([CH3:37])[C:10]2[C:5](=[CH:6][CH:7]=[CH:8][CH:9]=2)[N:4]([CH:11]2[CH2:16][CH2:15][N:14]([C:17](=[O:35])[C@@H:18]([NH:27]C(=O)OC(C)(C)C)[CH2:19][CH2:20][C:21]3[CH:26]=[CH:25][CH:24]=[CH:23][CH:22]=3)[CH2:13][CH2:12]2)[C:3]1=[O:36].Cl.[Cl:39][Si](C)(C)C.CO. The catalyst is C(OCC)C. The product is [ClH:39].[NH2:27][C@@H:18]([CH2:19][CH2:20][C:21]1[CH:22]=[CH:23][CH:24]=[CH:25][CH:26]=1)[C:17]([N:14]1[CH2:13][CH2:12][CH:11]([N:4]2[C:5]3[C:10](=[CH:9][CH:8]=[CH:7][CH:6]=3)[C:2]([CH3:37])([CH3:1])[C:3]2=[O:36])[CH2:16][CH2:15]1)=[O:35]. The yield is 0.840. (3) The reactants are C([NH:9][C:10]1[O:11][C@@H:12]2[C@H:14]([C@@:15]([C:18]3[CH:19]=[C:20]([NH:25][C:26]([C:28]4[CH:33]=[N:32][C:31]([O:34][CH3:35])=[CH:30][N:29]=4)=[O:27])[CH:21]=[CH:22][C:23]=3[F:24])([CH3:17])[N:16]=1)[CH2:13]2)(=O)C1C=CC=CC=1.N. No catalyst specified. The product is [NH2:9][C:10]1[O:11][C@@H:12]2[C@H:14]([C@@:15]([C:18]3[CH:19]=[C:20]([NH:25][C:26]([C:28]4[CH:33]=[N:32][C:31]([O:34][CH3:35])=[CH:30][N:29]=4)=[O:27])[CH:21]=[CH:22][C:23]=3[F:24])([CH3:17])[N:16]=1)[CH2:13]2. The yield is 0.484. (4) The reactants are C([O:3][C:4](=[O:16])[C:5]([C:8]1[CH:13]=[CH:12][CH:11]=[C:10]([O:14][CH3:15])[CH:9]=1)([CH3:7])[CH3:6])C.[OH-].[Na+]. The catalyst is CCO. The product is [CH3:15][O:14][C:10]1[CH:9]=[C:8]([C:5]([CH3:7])([CH3:6])[C:4]([OH:16])=[O:3])[CH:13]=[CH:12][CH:11]=1. The yield is 0.820. (5) The reactants are [F:1][C:2]([F:22])([F:21])[C:3]1[C:8]2[S:9][CH:10]=[C:11]([CH:12]3[CH2:17][CH2:16][N:15](C(=O)C)[CH2:14][CH2:13]3)[C:7]=2[CH:6]=[CH:5][CH:4]=1.Cl.C(=O)([O-])[O-].[K+].[K+]. The catalyst is C(O)C. The product is [F:22][C:2]([F:1])([F:21])[C:3]1[C:8]2[S:9][CH:10]=[C:11]([CH:12]3[CH2:13][CH2:14][NH:15][CH2:16][CH2:17]3)[C:7]=2[CH:6]=[CH:5][CH:4]=1. The yield is 0.940. (6) The reactants are C(Cl)(Cl)Cl.[Cl:5][C:6]1[CH:11]=[C:10]([Cl:12])[CH:9]=[CH:8][C:7]=1[CH:13]1[C:17]([OH:18])=[C:16]([C:19]([CH3:21])=[O:20])[CH2:15][S:14]1.S(Cl)(Cl)(=O)=O. The catalyst is O. The product is [Cl:5][C:6]1[CH:11]=[C:10]([Cl:12])[CH:9]=[CH:8][C:7]=1[C:13]1[S:14][CH:15]=[C:16]([C:19]([CH3:21])=[O:20])[C:17]=1[OH:18]. The yield is 0.910. (7) The reactants are [CH2:1]([O:3][CH:4]([C:10](=O)[C:11]([O:13]CC)=O)[C:5]([O:7][CH2:8][CH3:9])=[O:6])[CH3:2].[CH3:17][NH:18][C:19]([NH2:21])=[O:20].C(O)(=O)C. No catalyst specified. The product is [CH2:1]([O:3][C:4](=[C:10]1[C:11](=[O:13])[N:18]([CH3:17])[C:19](=[O:20])[NH:21]1)[C:5]([O:7][CH2:8][CH3:9])=[O:6])[CH3:2]. The yield is 0.990. (8) The reactants are [F:1][C:2]1[CH:10]=[CH:9][C:5]([C:6]([OH:8])=O)=[CH:4][N:3]=1.Cl.[Cl:12][C:13]1[CH:20]=[C:19]([S:21]([CH3:24])(=[O:23])=[O:22])[CH:18]=[CH:17][C:14]=1[CH2:15][NH2:16].ON1C2C=CC=CC=2N=N1.Cl.C(N=C=NCCCN(C)C)C.C(N(C(C)C)CC)(C)C. No catalyst specified. The product is [Cl:12][C:13]1[CH:20]=[C:19]([S:21]([CH3:24])(=[O:23])=[O:22])[CH:18]=[CH:17][C:14]=1[CH2:15][NH:16][C:6](=[O:8])[C:5]1[CH:9]=[CH:10][C:2]([F:1])=[N:3][CH:4]=1. The yield is 0.868.